From a dataset of Forward reaction prediction with 1.9M reactions from USPTO patents (1976-2016). Predict the product of the given reaction. Given the reactants [N:1]1[CH:6]=[CH:5][CH:4]=[C:3](B(O)O)[CH:2]=1.Br[C:11]1[N:16]=[C:15]([CH2:17][OH:18])[C:14]([O:19][CH3:20])=[CH:13][CH:12]=1, predict the reaction product. The product is: [OH:18][CH2:17][C:15]1[C:14]([O:19][CH3:20])=[CH:13][CH:12]=[C:11]([C:3]2[CH:2]=[N:1][CH:6]=[CH:5][CH:4]=2)[N:16]=1.